Dataset: Full USPTO retrosynthesis dataset with 1.9M reactions from patents (1976-2016). Task: Predict the reactants needed to synthesize the given product. (1) Given the product [CH2:18]([C:17]([C:12]1[CH:13]=[C:14]2[C:9](=[CH:10][CH:11]=1)[CH:8]=[C:7]([C:5]([OH:6])=[O:4])[CH:16]=[CH:15]2)([C:20]1[CH:25]=[CH:24][C:23]([O:26][CH:27]([CH2:34][CH3:35])[CH:28]([OH:33])[C:29]([CH3:32])([CH3:30])[CH3:31])=[C:22]([CH3:36])[CH:21]=1)[CH2:37][CH3:38])[CH3:19], predict the reactants needed to synthesize it. The reactants are: [OH-].[K+].C[O:4][C:5]([C:7]1[CH:16]=[CH:15][C:14]2[C:9](=[CH:10][CH:11]=[C:12]([C:17]([CH2:37][CH3:38])([C:20]3[CH:25]=[CH:24][C:23]([O:26][CH:27]([CH2:34][CH3:35])[CH:28]([OH:33])[C:29]([CH3:32])([CH3:31])[CH3:30])=[C:22]([CH3:36])[CH:21]=3)[CH2:18][CH3:19])[CH:13]=2)[CH:8]=1)=[O:6].C1COCC1.CO. (2) Given the product [F:22][C:16]1[CH:15]=[C:14]([OH:13])[CH:3]=[CH:2][C:1]=1[C:5](=[O:4])[CH:23]([CH3:25])[CH3:24], predict the reactants needed to synthesize it. The reactants are: [CH2:1]1[CH2:5][O:4][CH2:3][CH2:2]1.[Si]([O:13][C:14]1C=CC(C#N)=[C:16]([F:22])[CH:15]=1)(C(C)(C)C)(C)C.[CH:23]([Mg]Br)([CH3:25])[CH3:24].C1COCC1.Cl.